The task is: Predict the reactants needed to synthesize the given product.. This data is from Full USPTO retrosynthesis dataset with 1.9M reactions from patents (1976-2016). Given the product [OH2:33].[OH2:38].[ClH:41].[ClH:41].[S:1]1[C:5]2[CH:6]=[CH:7][CH:8]=[CH:9][C:4]=2[C:3]([N:10]2[CH2:11][CH2:12][N:13]([CH2:16][C@@H:17]3[CH2:22][CH2:21][CH2:20][CH2:19][C@H:18]3[CH2:23][N:24]3[C:25](=[O:35])[C@H:26]4[C@H:31]([C@H:30]5[CH2:34][C@@H:27]4[CH2:28][CH2:29]5)[C:32]3=[O:33])[CH2:14][CH2:15]2)=[N:2]1, predict the reactants needed to synthesize it. The reactants are: [S:1]1[C:5]2[CH:6]=[CH:7][CH:8]=[CH:9][C:4]=2[C:3]([N:10]2[CH2:15][CH2:14][N:13]([CH2:16][C@@H:17]3[CH2:22][CH2:21][CH2:20][CH2:19][C@H:18]3[CH2:23][N:24]3[C:32](=[O:33])[C@H:31]4[C@H:26]([C@H:27]5[CH2:34][C@@H:30]4[CH2:29][CH2:28]5)[C:25]3=[O:35])[CH2:12][CH2:11]2)=[N:2]1.CC[O:38]CC.[ClH:41].